From a dataset of M1 muscarinic receptor antagonist screen with 61,756 compounds. Binary Classification. Given a drug SMILES string, predict its activity (active/inactive) in a high-throughput screening assay against a specified biological target. (1) The drug is S(=O)(=O)(NC1C2CC(C1)CC2)c1cc2OCCOc2cc1. The result is 0 (inactive). (2) The drug is O=C1NC(=O)CC1(c1ccc(OCCCC)cc1)C. The result is 0 (inactive). (3) The molecule is S(=O)(=O)(NCc1c(OCC)cccc1)c1cc2oc(=O)n(c2cc1)C. The result is 0 (inactive). (4) The molecule is S(=O)(=O)(N1C(CCC1)C(=O)N1CCn2c1nc1c2cccc1)c1c2ncccc2ccc1. The result is 0 (inactive). (5) The drug is s1c(c(NC(=O)c2ccncc2)cc1)C(OC)=O. The result is 0 (inactive). (6) The drug is O(CCN(Cc1c([nH]c2c(c1=O)cccc2)C)CCOC)C. The result is 0 (inactive). (7) The drug is Brc1c(n(nc1)C)C(=O)Nc1ncc(Cl)cc1. The result is 0 (inactive).